From a dataset of Full USPTO retrosynthesis dataset with 1.9M reactions from patents (1976-2016). Predict the reactants needed to synthesize the given product. (1) Given the product [CH3:28][O:27][C:25]([CH:23]1[CH2:22][O:21][C:20]([C:17]2[CH:18]=[CH:19][C:14]([N:11]3[CH2:10][CH2:9][N:8]([CH:32]([C:30](=[O:31])[N:8]([CH2:13][CH3:12])[CH2:9][CH3:10])[C:19]4[CH:18]=[CH:17][CH:16]=[CH:15][CH:14]=4)[CH2:13][CH2:12]3)=[C:15]([F:29])[CH:16]=2)=[N:24]1)=[O:26], predict the reactants needed to synthesize it. The reactants are: C(OC([N:8]1[CH2:13][CH2:12][N:11]([C:14]2[CH:19]=[CH:18][C:17]([C:20]3[O:21][CH2:22][CH:23]([C:25]([O:27][CH3:28])=[O:26])[N:24]=3)=[CH:16][C:15]=2[F:29])[CH2:10][CH2:9]1)=O)(C)(C)C.[C:30](O)([C:32](F)(F)F)=[O:31]. (2) Given the product [Si:1]([O:8][C@H:9]1[CH2:38][CH2:37][C@@:36]2([CH3:39])[C:11](=[CH:12][CH:13]=[C:14]3[C@@H:35]2[CH2:34][CH2:33][C@@:32]2([CH3:40])[C@H:15]3[CH2:16][CH2:17][C@@H:18]2[C@H:19]([CH3:31])[CH2:20][CH2:21][CH2:22][O:23][Si:24]([C:27]([CH3:28])([CH3:29])[CH3:30])([CH3:26])[CH3:25])[C:10]1([CH3:41])[CH3:42])([C:4]([CH3:5])([CH3:6])[CH3:7])([CH3:3])[CH3:2], predict the reactants needed to synthesize it. The reactants are: [Si:1]([O:8][C@H:9]1[CH2:38][CH2:37][C@@:36]2([CH3:39])[C:11](=[CH:12][CH2:13][C@@H:14]3[C@@H:35]2[CH2:34][CH2:33][C@@:32]2([CH3:40])[C@H:15]3[CH2:16][CH2:17][C@@H:18]2[C@H:19]([CH3:31])[CH2:20][CH2:21][CH2:22][O:23][Si:24]([C:27]([CH3:30])([CH3:29])[CH3:28])([CH3:26])[CH3:25])[C:10]1([CH3:42])[CH3:41])([C:4]([CH3:7])([CH3:6])[CH3:5])([CH3:3])[CH3:2].BrN1C(C)(C)C(=O)N(Br)C1=O. (3) Given the product [CH3:24][O:25][C:26](=[O:37])[C:27]1[CH:32]=[CH:31][C:30]([NH:33][C:34]([N:17]([C:16]2[N:8]([C:5]3[CH:6]=[CH:7][C:2]([Cl:1])=[CH:3][CH:4]=3)[N:9]=[C:10]3[C:15]=2[CH:14]=[CH:13][CH:12]=[CH:11]3)[CH:18]2[CH2:23][CH2:22][CH2:21][CH2:20][CH2:19]2)=[O:35])=[C:29]([Cl:36])[CH:28]=1, predict the reactants needed to synthesize it. The reactants are: [Cl:1][C:2]1[CH:7]=[CH:6][C:5]([N:8]2[C:16]([NH:17][CH:18]3[CH2:23][CH2:22][CH2:21][CH2:20][CH2:19]3)=[C:15]3[C:10]([CH:11]=[CH:12][CH:13]=[CH:14]3)=[N:9]2)=[CH:4][CH:3]=1.[CH3:24][O:25][C:26](=[O:37])[C:27]1[CH:32]=[CH:31][C:30]([N:33]=[C:34]=[O:35])=[C:29]([Cl:36])[CH:28]=1.CCN(CC)CC.